The task is: Regression. Given a peptide amino acid sequence and an MHC pseudo amino acid sequence, predict their binding affinity value. This is MHC class I binding data.. This data is from Peptide-MHC class I binding affinity with 185,985 pairs from IEDB/IMGT. (1) The peptide sequence is AQVTCLKFL. The MHC is HLA-B48:01 with pseudo-sequence HLA-B48:01. The binding affinity (normalized) is 0.314. (2) The peptide sequence is ILNFLDWIK. The MHC is HLA-A11:01 with pseudo-sequence HLA-A11:01. The binding affinity (normalized) is 0.534. (3) The peptide sequence is RLAELIGPA. The MHC is HLA-A11:01 with pseudo-sequence HLA-A11:01. The binding affinity (normalized) is 0.206. (4) The peptide sequence is KFRDLLFKLL. The MHC is H-2-Db with pseudo-sequence H-2-Db. The binding affinity (normalized) is 0. (5) The peptide sequence is LGYVYARA. The MHC is H-2-Db with pseudo-sequence H-2-Db. The binding affinity (normalized) is 0.0198. (6) The peptide sequence is FLTCTDRSV. The MHC is HLA-A02:01 with pseudo-sequence HLA-A02:01. The binding affinity (normalized) is 0.591. (7) The peptide sequence is NVMDPMHGA. The MHC is HLA-A01:01 with pseudo-sequence HLA-A01:01. The binding affinity (normalized) is 0.213. (8) The peptide sequence is RRQWVLAFR. The MHC is HLA-A11:01 with pseudo-sequence HLA-A11:01. The binding affinity (normalized) is 0.0847. (9) The MHC is HLA-B18:01 with pseudo-sequence HLA-B18:01. The peptide sequence is AEILSGRVI. The binding affinity (normalized) is 0.101.